This data is from Forward reaction prediction with 1.9M reactions from USPTO patents (1976-2016). The task is: Predict the product of the given reaction. (1) Given the reactants Br[CH2:2][C:3]1[C:12]2[C:7](=[C:8]([F:14])[C:9]([F:13])=[CH:10][CH:11]=2)[NH:6][C:5](=[O:15])[CH:4]=1.[CH3:16][CH:17]1[CH2:22][CH2:21][CH2:20][CH2:19][N:18]1[C:23]1[NH:27][C:26]2[CH:28]=[CH:29][CH:30]=[CH:31][C:25]=2[N:24]=1, predict the reaction product. The product is: [F:13][C:9]1[C:8]([F:14])=[C:7]2[C:12]([C:3]([CH2:2][N:24]3[C:25]4[CH:31]=[CH:30][CH:29]=[CH:28][C:26]=4[N:27]=[C:23]3[N:18]3[CH2:19][CH2:20][CH2:21][CH2:22][CH:17]3[CH3:16])=[CH:4][C:5](=[O:15])[NH:6]2)=[CH:11][CH:10]=1. (2) The product is: [Cl:1][C:2]1[CH:3]=[C:4]([CH:8]([OH:12])[CH:9]([NH:10][C:14](=[O:15])[O:16][C:17]([CH3:18])([CH3:19])[CH3:20])[CH2:21][C:22]2[CH:23]=[CH:24][C:25]([CH2:28][C:29]([F:35])([F:34])[C:30]([F:33])([F:32])[F:31])=[CH:26][CH:27]=2)[CH:5]=[CH:6][CH:7]=1. Given the reactants [Cl:1][C:2]1[CH:3]=[C:4]([CH:8]2[O:12]C(=O)[N:10]([C:14]([O:16][C:17]([CH3:20])([CH3:19])[CH3:18])=[O:15])[CH:9]2[CH2:21][C:22]2[CH:27]=[CH:26][C:25]([CH2:28][C:29]([F:35])([F:34])[C:30]([F:33])([F:32])[F:31])=[CH:24][CH:23]=2)[CH:5]=[CH:6][CH:7]=1.[OH-].[Na+], predict the reaction product. (3) Given the reactants [BH4-].[Na+].[CH3:3][C@:4]12[O:29][C@:7]3([C@@H:15]4[C@@H:11]([N:12]([C:17]5[CH:24]=[CH:23][C:20]([C:21]#[N:22])=[C:19]([C:25]([F:28])([F:27])[F:26])[CH:18]=5)[C:13](=[O:16])[C@H:14]14)[O:10][CH2:9][CH2:8]3)[C:6](=[O:30])[CH2:5]2, predict the reaction product. The product is: [OH:30][C@@H:6]1[CH2:5][C@@:4]2([CH3:3])[O:29][C@@:7]31[C@@H:15]1[C@@H:11]([N:12]([C:17]4[CH:24]=[CH:23][C:20]([C:21]#[N:22])=[C:19]([C:25]([F:26])([F:27])[F:28])[CH:18]=4)[C:13](=[O:16])[C@H:14]21)[O:10][CH2:9][CH2:8]3. (4) Given the reactants C(O[C:6]([N:8]1[CH2:13][CH2:12][NH:11][C@H:10]([C:14](O)=[O:15])[CH2:9]1)=O)(C)(C)C.B.[H-].[H-].[H-].[H-].[Li+].[Al+3], predict the reaction product. The product is: [CH3:6][N:8]1[CH2:13][CH2:12][NH:11][C@H:10]([CH2:14][OH:15])[CH2:9]1. (5) Given the reactants [Si:1]([O:8][CH2:9][C:10]1[N:15]=[CH:14][C:13]2[N:16]=[CH:17][N:18]([C:19]3[S:23][C:22]([C:24]([O:26][CH3:27])=[O:25])=[C:21]([OH:28])[CH:20]=3)[C:12]=2[CH:11]=1)([C:4]([CH3:7])([CH3:6])[CH3:5])([CH3:3])[CH3:2].[CH2:29]([O:31][C:32]1[CH:37]=[CH:36][C:35]([O:38][CH2:39][CH3:40])=[CH:34][C:33]=1[CH2:41]O)[CH3:30].C1(P(C2C=CC=CC=2)C2C=CC=CC=2)C=CC=CC=1.N(C(OC(C)(C)C)=O)=NC(OC(C)(C)C)=O, predict the reaction product. The product is: [Si:1]([O:8][CH2:9][C:10]1[N:15]=[CH:14][C:13]2[N:16]=[CH:17][N:18]([C:19]3[S:23][C:22]([C:24]([O:26][CH3:27])=[O:25])=[C:21]([O:28][CH2:41][C:33]4[CH:34]=[C:35]([O:38][CH2:39][CH3:40])[CH:36]=[CH:37][C:32]=4[O:31][CH2:29][CH3:30])[CH:20]=3)[C:12]=2[CH:11]=1)([C:4]([CH3:5])([CH3:6])[CH3:7])([CH3:2])[CH3:3]. (6) Given the reactants [Cl:1][C:2]1[CH:7]=[C:6]([CH3:8])[CH:5]=[CH:4][C:3]=1[NH:9][C:10](=[O:41])[CH2:11][C@@H:12]([C:24]1[C:28]([CH:29]2[CH2:31][CH2:30]2)=[C:27]([C:32]2[O:36][N:35]=[C:34]([CH2:37][CH:38]([CH3:40])[CH3:39])[CH:33]=2)[O:26][N:25]=1)[CH2:13][CH2:14][CH2:15][O:16]CC1C=CC=CC=1.B(Br)(Br)Br, predict the reaction product. The product is: [Cl:1][C:2]1[CH:7]=[C:6]([CH3:8])[CH:5]=[CH:4][C:3]=1[NH:9][C:10](=[O:41])[CH2:11][C@@H:12]([C:24]1[C:28]([CH:29]2[CH2:30][CH2:31]2)=[C:27]([C:32]2[O:36][N:35]=[C:34]([CH2:37][CH:38]([CH3:39])[CH3:40])[CH:33]=2)[O:26][N:25]=1)[CH2:13][CH2:14][CH2:15][OH:16].